Task: Predict which catalyst facilitates the given reaction.. Dataset: Catalyst prediction with 721,799 reactions and 888 catalyst types from USPTO Reactant: C(OC([N:8]1[C:16]2[C:11](=[CH:12][C:13]([O:17][CH:18]3[CH2:23][CH2:22][CH:21]([C:24]([CH3:27])([CH3:26])[CH3:25])[CH2:20][CH2:19]3)=[CH:14][CH:15]=2)[CH2:10][CH2:9]1)=O)(C)(C)C.Cl.O1CCOCC1. Product: [C:24]([C@H:21]1[CH2:22][CH2:23][C@H:18]([O:17][C:13]2[CH:12]=[C:11]3[C:16](=[CH:15][CH:14]=2)[NH:8][CH2:9][CH2:10]3)[CH2:19][CH2:20]1)([CH3:27])([CH3:25])[CH3:26]. The catalyst class is: 1.